Dataset: Forward reaction prediction with 1.9M reactions from USPTO patents (1976-2016). Task: Predict the product of the given reaction. (1) Given the reactants Cl.[Cl:2][C:3]1[CH:4]=[C:5]2[C:9](=[CH:10][CH:11]=1)[NH:8][CH:7]=[C:6]2[CH2:12][CH2:13][NH2:14].[C:15]1([N:21]2[C:25]([C:26](Cl)=[O:27])=[CH:24][CH:23]=[N:22]2)[CH:20]=[CH:19][CH:18]=[CH:17][CH:16]=1.C(N(CC)CC)C.C(OCC)(=O)C, predict the reaction product. The product is: [Cl:2][C:3]1[CH:4]=[C:5]2[C:9](=[CH:10][CH:11]=1)[NH:8][CH:7]=[C:6]2[CH2:12][CH2:13][NH:14][C:26]([C:25]1[N:21]([C:15]2[CH:16]=[CH:17][CH:18]=[CH:19][CH:20]=2)[N:22]=[CH:23][CH:24]=1)=[O:27]. (2) Given the reactants [N+](=[CH2:3])=[N-].[O:4]=[C:5]1[CH:12]2[CH2:13][C:8]3([NH:15][C:16](=[O:18])[CH3:17])[CH2:9][CH:10]([CH2:14][CH:6]1[CH2:7]3)[CH2:11]2.[OH-].[K+], predict the reaction product. The product is: [O:4]=[C:5]1[CH2:3][CH:12]2[CH2:13][C:8]3([NH:15][C:16](=[O:18])[CH3:17])[CH2:9][CH:10]([CH2:14][CH:6]1[CH2:7]3)[CH2:11]2. (3) Given the reactants [Cl:1][C:2]1[CH:3]=[CH:4][C:5]([NH:8][C:9]([C:11]2[CH:16]=[C:15]([Cl:17])[CH:14]=[C:13](Cl)[C:12]=2[N+:19]([O-:21])=[O:20])=[O:10])=[N:6][CH:7]=1.[NH:22]1[CH2:27][CH2:26][O:25][CH2:24][CH2:23]1.CCN(C(C)C)C(C)C, predict the reaction product. The product is: [Cl:1][C:2]1[CH:3]=[CH:4][C:5]([NH:8][C:9]([C:11]2[CH:16]=[C:15]([Cl:17])[CH:14]=[C:13]([N:22]3[CH2:27][CH2:26][O:25][CH2:24][CH2:23]3)[C:12]=2[N+:19]([O-:21])=[O:20])=[O:10])=[N:6][CH:7]=1.